Task: Regression. Given a peptide amino acid sequence and an MHC pseudo amino acid sequence, predict their binding affinity value. This is MHC class I binding data.. Dataset: Peptide-MHC class I binding affinity with 185,985 pairs from IEDB/IMGT (1) The peptide sequence is LILGAQALPV. The MHC is HLA-A02:17 with pseudo-sequence HLA-A02:17. The binding affinity (normalized) is 0.429. (2) The peptide sequence is PKTFGWLW. The MHC is Mamu-B52 with pseudo-sequence Mamu-B52. The binding affinity (normalized) is 0.537. (3) The MHC is HLA-B18:01 with pseudo-sequence HLA-B18:01. The peptide sequence is AEVEWKFYDA. The binding affinity (normalized) is 0.322. (4) The peptide sequence is FFPQNGQFI. The MHC is H-2-Db with pseudo-sequence H-2-Db. The binding affinity (normalized) is 0.331.